The task is: Predict the product of the given reaction.. This data is from Forward reaction prediction with 1.9M reactions from USPTO patents (1976-2016). (1) Given the reactants [C:1]([O:5][C:6](/[C:8](=[CH:13]\[C:14]1[CH:19]=[CH:18][C:17]([O:20][CH3:21])=[C:16]([F:22])[CH:15]=1)/[C:9]([O:11][CH3:12])=[O:10])=[O:7])([CH3:4])([CH3:3])[CH3:2], predict the reaction product. The product is: [C:1]([O:5][C:6]([CH:8]([CH2:13][C:14]1[CH:19]=[CH:18][C:17]([O:20][CH3:21])=[C:16]([F:22])[CH:15]=1)[C:9]([O:11][CH3:12])=[O:10])=[O:7])([CH3:3])([CH3:4])[CH3:2]. (2) Given the reactants [C:1]([N:4]1[C:13]2[C:8](=[CH:9][C:10]([C:14]#[N:15])=[CH:11][CH:12]=2)[C@H:7]([NH:16][C:17]2[N:26]=[CH:25][CH:24]=[CH:23][C:18]=2[C:19](OC)=[O:20])[C@@H:6]([CH3:27])[C@@H:5]1[CH:28]1[CH2:30][CH2:29]1)(=[O:3])[CH3:2].[Cl-].[Ca+2].[Cl-].[BH4-].[Na+], predict the reaction product. The product is: [C:1]([N:4]1[C:13]2[C:8](=[CH:9][C:10]([C:14]#[N:15])=[CH:11][CH:12]=2)[C@H:7]([NH:16][C:17]2[C:18]([CH2:19][OH:20])=[CH:23][CH:24]=[CH:25][N:26]=2)[C@@H:6]([CH3:27])[C@@H:5]1[CH:28]1[CH2:30][CH2:29]1)(=[O:3])[CH3:2].